From a dataset of Forward reaction prediction with 1.9M reactions from USPTO patents (1976-2016). Predict the product of the given reaction. (1) Given the reactants [CH3:1][C:2]1[C:6]([C:7]2[C:8]([O:21][CH3:22])=[CH:9][C:10]3[C:11]4[NH:19][C:18](=[O:20])[O:17][C:12]=4[CH:13]=[N:14][C:15]=3[CH:16]=2)=[C:5]([CH3:23])[O:4][N:3]=1.C([O-])([O-])=O.[Cs+].[Cs+].Br[CH2:31][C:32]1[CH:37]=[CH:36][CH:35]=[C:34]([S:38]([CH3:41])(=[O:40])=[O:39])[CH:33]=1, predict the reaction product. The product is: [CH3:1][C:2]1[C:6]([C:7]2[C:8]([O:21][CH3:22])=[CH:9][C:10]3[C:11]4[N:19]=[C:18]([O:20][CH2:31][C:32]5[CH:37]=[CH:36][CH:35]=[C:34]([S:38]([CH3:41])(=[O:40])=[O:39])[CH:33]=5)[O:17][C:12]=4[CH:13]=[N:14][C:15]=3[CH:16]=2)=[C:5]([CH3:23])[O:4][N:3]=1. (2) Given the reactants CCN(C(C)C)C(C)C.Br[CH2:11][C:12]([C:14]1[CH:23]=[CH:22][C:21]2[C:16](=[CH:17][CH:18]=[C:19]([Br:24])[CH:20]=2)[N:15]=1)=[O:13].[C:25]([O:29][C:30]([N:32]1[C@H:37]([C:38]([OH:40])=[O:39])[CH2:36][C@@H:35]2[C@H:33]1[CH2:34]2)=[O:31])([CH3:28])([CH3:27])[CH3:26], predict the reaction product. The product is: [C@@H:33]12[CH2:34][C@@H:35]1[CH2:36][C@@H:37]([C:38]([O:40][CH2:11][C:12]([C:14]1[CH:23]=[CH:22][C:21]3[C:16](=[CH:17][CH:18]=[C:19]([Br:24])[CH:20]=3)[N:15]=1)=[O:13])=[O:39])[N:32]2[C:30]([O:29][C:25]([CH3:28])([CH3:27])[CH3:26])=[O:31].